This data is from Catalyst prediction with 721,799 reactions and 888 catalyst types from USPTO. The task is: Predict which catalyst facilitates the given reaction. Reactant: Br[C:2]1[CH:7]=[CH:6][CH:5]=[CH:4][CH:3]=1.[C:8]1([PH:14](=[O:21])[C:15]2[CH:20]=[CH:19][CH:18]=[CH:17][CH:16]=2)[CH:13]=[CH:12][CH:11]=[CH:10][CH:9]=1.C([O-])([O-])=O.[K+].[K+]. Product: [C:2]1([P:14](=[O:21])([C:15]2[CH:16]=[CH:17][CH:18]=[CH:19][CH:20]=2)[C:8]2[CH:13]=[CH:12][CH:11]=[CH:10][CH:9]=2)[CH:7]=[CH:6][CH:5]=[CH:4][CH:3]=1. The catalyst class is: 12.